From a dataset of Reaction yield outcomes from USPTO patents with 853,638 reactions. Predict the reaction yield, written as a fraction of the theoretical maximum amount of product (1.0 means a 100% yield; for example, 0.34 means a 34% yield). (1) The reactants are [O:1]=[C:2]1[C:7]2=[C:8]([S:11][C:12]3[CH:17]=[CH:16][CH:15]=[CH:14][CH:13]=3)[CH:9]=[CH:10][N:6]2[N:5]=[C:4]([C@@H:18]([NH:20]C(=O)OC(C)(C)C)[CH3:19])[N:3]1[C:28]1[CH:33]=[CH:32][CH:31]=[CH:30][CH:29]=1.FC(F)(F)C(O)=O. No catalyst specified. The product is [NH2:20][C@H:18]([C:4]1[N:3]([C:28]2[CH:29]=[CH:30][CH:31]=[CH:32][CH:33]=2)[C:2](=[O:1])[C:7]2=[C:8]([S:11][C:12]3[CH:17]=[CH:16][CH:15]=[CH:14][CH:13]=3)[CH:9]=[CH:10][N:6]2[N:5]=1)[CH3:19]. The yield is 0.950. (2) The reactants are C([O-])(O)=O.[Na+].[NH:6]1[C:14]2[C:9](=[CH:10][CH:11]=[CH:12][CH:13]=2)[CH2:8][CH2:7]1.[C:15](Cl)(=[O:17])[CH3:16]. The catalyst is C(Cl)Cl. The product is [N:6]1([C:15](=[O:17])[CH3:16])[C:14]2[C:9](=[CH:10][CH:11]=[CH:12][CH:13]=2)[CH2:8][CH2:7]1. The yield is 1.00. (3) The reactants are [Cl:1][C:2]1[CH:7]=[CH:6][C:5]([C:8]2=[N:9][C@@H:10]([CH2:24][C:25]([O:27]C)=[O:26])[C:11]3[N:12]([C:20]([CH3:23])=[N:21][N:22]=3)[C:13]3[S:17][C:16]([CH3:18])=[C:15]([CH3:19])[C:14]2=3)=[CH:4][CH:3]=1.O.[OH-].[Li+].Cl. The catalyst is CO. The product is [Cl:1][C:2]1[CH:3]=[CH:4][C:5]([C:8]2=[N:9][C@@H:10]([CH2:24][C:25]([OH:27])=[O:26])[C:11]3[N:12]([C:20]([CH3:23])=[N:21][N:22]=3)[C:13]3[S:17][C:16]([CH3:18])=[C:15]([CH3:19])[C:14]2=3)=[CH:6][CH:7]=1. The yield is 0.870.